This data is from Experimentally validated miRNA-target interactions with 360,000+ pairs, plus equal number of negative samples. The task is: Binary Classification. Given a miRNA mature sequence and a target amino acid sequence, predict their likelihood of interaction. (1) The protein sequence of the target gene is MEDTKESNVKTFCSKNILAILGFSSIIAVIALLAVGLTQNKALPENVKYGIVLDAGSSHTSLYIYKWPAEKENDTGVVHQVEECRVKGPGISKFVQKVNEIGIYLTDCMERAREVIPRSQHQETPVYLGATAGMRLLRMESEELADRVLDVVERSLSNYPFDFQGARIITGQEEGAYGWITINYLLGKFSQKTRWFSIVPYETNNQETFGALDLGGASTQVTFVPQNQTIESPDNALQFRLYGKDYNVYTHSFLCYGKDQALWQKLAKDIQVASNEILRDPCFHPGYKKVVNVSDLYKTP.... The miRNA is hsa-miR-8063 with sequence UCAAAAUCAGGAGUCGGGGCUU. Result: 0 (no interaction). (2) The miRNA is hsa-miR-6513-3p with sequence UCAAGUGUCAUCUGUCCCUAG. The protein sequence of the target gene is MEYHQPEDPAPGKAGTAEAVIPENHEVLAGPDEHPQDTDARDADGEAREREPADQALLPSQCGDNLESPLPEASSAPPGPTLGTLPEVETIRACSMPQELPQSPRTRQPEPDFYCVKWIPWKGEQTPIITQSTNGPCPLLAIMNILFLQWKVKLPPQKEVITSDELMAHLGNCLLSIKPQEKSEGLQLNFQQNVDDAMTVLPKLATGLDVNVRFTGVSDFEYTPECSVFDLLGIPLYHGWLVDPQSPEAVRAVGKLSYNQLVERIITCKHSSDTNLVTEGLIAEQFLETTAAQLTYHGLC.... Result: 1 (interaction). (3) The miRNA is hsa-miR-8087 with sequence GAAGACUUCUUGGAUUACAGGGG. The protein sequence of the target gene is MGPDRVTARELCENDDLATSLVLDPYLGFRTHKMNVSPVPPLRRQQHLRSALETFLRQRDLEAAYRALTLGGWTARYFQSRGPRQEAALKTHVYRYLRAFLPESGFTILPCTRYSMETNGAKIVSTRAWKKNEKLELLVGCIAELREADEGLLRAGENDFSIMYSTRKRSAQLWLGPAAFINHDCKPNCKFVPADGNAACVKVLRDIEPGDEVTCFYGEGFFGEKNEHCECHTCERKGEGAFRTRPREPALPPRPLDKYQLRETKRRLQQGLDSGSRQGLLGPRACVHPSPLRRDPFCAA.... Result: 0 (no interaction). (4) The miRNA is hsa-miR-335-5p with sequence UCAAGAGCAAUAACGAAAAAUGU. The protein sequence of the target gene is MAFLMKKKKFKFQTTFTLEELTAVPFVNGVLFCKVRLLDGGDFVSLSSREEVQENCVRWRKRFTFVCKMSANPATGLLDPCVFRVSVRKELKGGKAYSKLGFADLNLAEFAGSGSTVRCCLLEGYDTKNTRQDNSILKVTIGMFLLSGDPCFKTPPSTAKSISIPGQDSSLQLTCKGGGTSSGGSSTNSLTGSRPPKARPTILSSGLPEEPDQNLSSPEEVFHSGHSRNSSYASQQSKISGYSTEHSRSSSLSDLTHRRNTSTSSSASGGLGMTVEGPEGSEREHRPPEKPPRPPRPLHL.... Result: 1 (interaction). (5) The miRNA is hsa-miR-5706 with sequence UUCUGGAUAACAUGCUGAAGCU. Result: 0 (no interaction). The protein sequence of the target gene is MKVKKGGGGAGTATESAPGPSGQSVAPIPQPPAESESGSESEPDAGPGPRPGPLQRKQPIGPEDVLGLQRITGDYLCSPEENIYKIDFVRFKIRDMDSGTVLFEIKKPPVSERLPINRRDLDPNAGRFVRYQFTPAFLRLRQVGATVEFTVGDKPVNNFRMIERHYFRNQLLKSFDFHFGFCIPSSKNTCEHIYDFPPLSEELISEMIRHPYETQSDSFYFVDDRLVMHNKADYSYSGTP.